This data is from Full USPTO retrosynthesis dataset with 1.9M reactions from patents (1976-2016). The task is: Predict the reactants needed to synthesize the given product. Given the product [ClH:36].[ClH:36].[O:1]1[C:10]2[C:5](=[CH:6][CH:7]=[CH:8][CH:9]=2)[C@H:4]([NH:11][C:12]([C@@H:14]2[CH2:19][N:18]3[CH2:20][CH2:21][CH2:22][C@H:17]3[CH2:16][NH:15]2)=[O:13])[CH2:3][CH2:2]1, predict the reactants needed to synthesize it. The reactants are: [O:1]1[C:10]2[C:5](=[CH:6][CH:7]=[CH:8][CH:9]=2)[C@H:4]([NH:11][C:12]([C@@H:14]2[CH2:19][N:18]3[CH2:20][CH2:21][CH2:22][C@H:17]3[CH2:16][N:15]2C(OC(C)(C)C)=O)=[O:13])[CH2:3][CH2:2]1.C(OCC)(=O)C.[ClH:36].